This data is from Forward reaction prediction with 1.9M reactions from USPTO patents (1976-2016). The task is: Predict the product of the given reaction. (1) Given the reactants [CH2:1]([O:8][C:9]1[CH:10]=[C:11]([CH:17]([C:19]2[CH:24]=[CH:23][C:22]([O:25][CH3:26])=[C:21]([O:27][CH2:28][CH3:29])[CH:20]=2)[OH:18])[CH:12]=[CH:13][C:14]=1[O:15][CH3:16])[C:2]1[CH:7]=[CH:6][CH:5]=[CH:4][CH:3]=1, predict the reaction product. The product is: [CH2:1]([O:8][C:9]1[CH:10]=[C:11]([C:17]([C:19]2[CH:24]=[CH:23][C:22]([O:25][CH3:26])=[C:21]([O:27][CH2:28][CH3:29])[CH:20]=2)=[O:18])[CH:12]=[CH:13][C:14]=1[O:15][CH3:16])[C:2]1[CH:3]=[CH:4][CH:5]=[CH:6][CH:7]=1. (2) Given the reactants [Br:1][C:2]1[CH:3]=[C:4]([S:8][C:9]2[C:17]3[C:12](=[CH:13][C:14]([Cl:18])=[CH:15][CH:16]=3)[NH:11][CH:10]=2)[CH:5]=[CH:6][CH:7]=1.Br[C:20]1[CH:21]=[N:22][CH:23]=[CH:24][CH:25]=1, predict the reaction product. The product is: [Br:1][C:2]1[CH:3]=[C:4]([S:8][C:9]2[C:17]3[C:12](=[CH:13][C:14]([Cl:18])=[CH:15][CH:16]=3)[N:11]([C:20]3[CH:21]=[N:22][CH:23]=[CH:24][CH:25]=3)[CH:10]=2)[CH:5]=[CH:6][CH:7]=1. (3) Given the reactants Cl[CH2:2][C:3]1[CH:8]=[CH:7][C:6]([CH2:9][NH:10][C:11](=[O:13])[CH3:12])=[CH:5][CH:4]=1.Cl.Cl.[N:16]1[CH:21]=[CH:20][CH:19]=[N:18][C:17]=1[N:22]1[CH2:27][CH2:26][NH:25][CH2:24][CH2:23]1.C(=O)([O-])[O-].[K+].[K+].O, predict the reaction product. The product is: [N:16]1[CH:21]=[CH:20][CH:19]=[N:18][C:17]=1[N:22]1[CH2:27][CH2:26][N:25]([CH2:2][C:3]2[CH:8]=[CH:7][C:6]([CH2:9][NH:10][C:11](=[O:13])[CH3:12])=[CH:5][CH:4]=2)[CH2:24][CH2:23]1. (4) Given the reactants C(OC([N:8]1[CH:13]2[CH2:14][CH2:15][CH:9]1[CH:10]=[C:11](B1OC(C)(C)C(C)(C)O1)[CH2:12]2)=O)(C)(C)C.Br[C:26]1[C:30]2[CH:31]=[N:32][C:33]([NH2:47])=[C:34]([O:35][C@@H:36]([C:38]3[C:43]([Cl:44])=[CH:42][CH:41]=[C:40]([F:45])[C:39]=3[Cl:46])[CH3:37])[C:29]=2[O:28][CH:27]=1.C(=O)([O-])[O-].[K+].[K+].Cl, predict the reaction product. The product is: [CH:9]12[NH:8][CH:13]([CH2:14][CH2:15]1)[CH2:12][C:11]([C:26]1[C:30]3[CH:31]=[N:32][C:33]([NH2:47])=[C:34]([O:35][C@@H:36]([C:38]4[C:43]([Cl:44])=[CH:42][CH:41]=[C:40]([F:45])[C:39]=4[Cl:46])[CH3:37])[C:29]=3[O:28][CH:27]=1)=[CH:10]2. (5) The product is: [CH2:11]([O:10][C:8]([C:7]1[N:6]=[CH:13][C:14]2[C:15]([CH2:24][CH3:25])=[N:16][O:17][C:18]=2[C:19]=1[OH:20])=[O:9])[CH3:12]. Given the reactants COC1C=C(OC)C=CC=1C[N:6]([CH2:13][C:14]1[C:15]([CH2:24][CH3:25])=[N:16][O:17][C:18]=1[C:19](OCC)=[O:20])[CH2:7][C:8]([O:10][CH2:11][CH3:12])=[O:9].CC(C)([O-])C.[K+].S(Cl)(Cl)=O, predict the reaction product. (6) Given the reactants [Br:1][C:2]1[S:3][C:4]([C:7]([OH:9])=[O:8])=[CH:5][CH:6]=1.S(=O)(=O)(O)O.O.[CH2:16](O)[CH3:17], predict the reaction product. The product is: [Br:1][C:2]1[S:3][C:4]([C:7]([O:9][CH2:16][CH3:17])=[O:8])=[CH:5][CH:6]=1. (7) Given the reactants C([N:8]1[CH2:16][C:15]2[C:10](=[CH:11][CH:12]=[C:13]([C:17]3[CH:18]([CH3:22])[O:19][CH2:20][CH:21]=3)[CH:14]=2)[CH2:9]1)C1C=CC=CC=1.[H][H], predict the reaction product. The product is: [CH3:22][CH:18]1[CH:17]([C:13]2[CH:14]=[C:15]3[C:10](=[CH:11][CH:12]=2)[CH2:9][NH:8][CH2:16]3)[CH2:21][CH2:20][O:19]1.